Task: Predict the reaction yield, written as a fraction of the theoretical maximum amount of product (1.0 means a 100% yield; for example, 0.34 means a 34% yield).. Dataset: Reaction yield outcomes from USPTO patents with 853,638 reactions The reactants are [C:1](Cl)(Cl)=[O:2].[CH:5]1([OH:10])[CH2:9][CH2:8][CH2:7][CH2:6]1.C(N(C(C)C)CC)(C)C.[CH3:20][C:21]1[C:32]([O:33][C:34]([F:37])([F:36])[F:35])=[CH:31][C:24]2[NH:25][CH2:26][CH2:27][CH2:28][C:29](=O)[C:23]=2[CH:22]=1.[F:38][C:39]([F:53])([F:52])[C:40]1[CH:41]=[C:42]([CH:45]=[C:46]([C:48]([F:51])([F:50])[F:49])[CH:47]=1)[CH2:43][NH2:44].[BH4-].[Na+].[C:56](Cl)(=[O:58])[CH3:57].N1C=CC=CC=1. The catalyst is C(Cl)Cl.CO.CC(C)[O-].[Ti+4].CC(C)[O-].CC(C)[O-].CC(C)[O-].C(OCC)(=O)C.O. The product is [CH:5]1([O:10][C:1]([N:25]2[CH2:26][CH2:27][CH2:28][CH:29]([N:44]([C:56](=[O:58])[CH3:57])[CH2:43][C:42]3[CH:41]=[C:40]([C:39]([F:52])([F:53])[F:38])[CH:47]=[C:46]([C:48]([F:51])([F:49])[F:50])[CH:45]=3)[C:23]3[CH:22]=[C:21]([CH3:20])[C:32]([O:33][C:34]([F:37])([F:36])[F:35])=[CH:31][C:24]2=3)=[O:2])[CH2:9][CH2:8][CH2:7][CH2:6]1. The yield is 0.600.